Dataset: Full USPTO retrosynthesis dataset with 1.9M reactions from patents (1976-2016). Task: Predict the reactants needed to synthesize the given product. Given the product [C:6]([C:8]1[CH:13]=[CH:12][C:16]([C:17]([OH:19])=[O:18])=[CH:10][CH:9]=1)(=[O:7])[C:5]1[CH:14]=[CH:15][CH:2]=[CH:3][CH:4]=1, predict the reactants needed to synthesize it. The reactants are: C[C:2]1[CH:15]=[CH:14][C:5]([C:6]([C:8]2[CH:13]=[CH:12]C=[CH:10][CH:9]=2)=[O:7])=[CH:4][CH:3]=1.[CH3:16][C:17]([OH:19])=[O:18].OS(O)(=O)=O.